This data is from Reaction yield outcomes from USPTO patents with 853,638 reactions. The task is: Predict the reaction yield, written as a fraction of the theoretical maximum amount of product (1.0 means a 100% yield; for example, 0.34 means a 34% yield). (1) The reactants are [CH:1]1[C:6]2[CH2:7][CH2:8][CH:9]([CH2:12][NH2:13])[CH2:10][CH2:11][C:5]=2[CH:4]=[CH:3][CH:2]=1.[CH:14]1[CH:19]=[CH:18][C:17]([CH2:20][O:21][C:22](Cl)=[O:23])=[CH:16][CH:15]=1.C(N(C(C)C)CC)(C)C. The catalyst is O1CCCC1. The product is [CH2:20]([O:21][C:22](=[O:23])[NH:13][CH2:12][CH:9]1[CH2:8][CH2:7][C:6]2[CH:1]=[CH:2][CH:3]=[CH:4][C:5]=2[CH2:11][CH2:10]1)[C:17]1[CH:18]=[CH:19][CH:14]=[CH:15][CH:16]=1. The yield is 0.910. (2) The reactants are [NH2:1][C@@H:2]([CH2:13][CH2:14][O:15][CH:16]([F:18])[F:17])[C:3]([O:5][CH2:6][C:7]1[CH:12]=[CH:11][CH:10]=[CH:9][CH:8]=1)=[O:4].[CH3:19][O:20][C:21](Cl)=[O:22]. The catalyst is ClCCl. The product is [F:18][CH:16]([F:17])[O:15][CH2:14][CH2:13][C@H:2]([NH:1][C:21]([O:20][CH3:19])=[O:22])[C:3]([O:5][CH2:6][C:7]1[CH:12]=[CH:11][CH:10]=[CH:9][CH:8]=1)=[O:4]. The yield is 0.400. (3) The reactants are [NH2:1][C:2]1[C:3]([C:7]2[N:11]([C:12]3[CH:17]=[CH:16][C:15]([F:18])=[C:14]([Cl:19])[CH:13]=3)[C:10](=[O:20])[O:9][N:8]=2)=[N:4][O:5][N:6]=1.[F:21][C:22]([F:33])([F:32])[C:23](O[C:23](=[O:24])[C:22]([F:33])([F:32])[F:21])=[O:24].N1C=CC=CC=1. The catalyst is ClCCl. The product is [Cl:19][C:14]1[CH:13]=[C:12]([N:11]2[C:10](=[O:20])[O:9][N:8]=[C:7]2[C:3]2[C:2]([NH:1][C:23](=[O:24])[C:22]([F:33])([F:32])[F:21])=[N:6][O:5][N:4]=2)[CH:17]=[CH:16][C:15]=1[F:18]. The yield is 0.990. (4) The reactants are [NH2:1][C:2]1[C:3]([C:7]2[N:11]([C:12]3[CH:17]=[CH:16][C:15]([F:18])=[C:14]([Br:19])[CH:13]=3)[C:10](=[O:20])[O:9][N:8]=2)=[N:4][O:5][N:6]=1.CO[CH:23](OC)[CH2:24][NH:25][S:26]([NH:29][C:30](=[O:36])[O:31][C:32]([CH3:35])([CH3:34])[CH3:33])(=[O:28])=[O:27].FC(F)(F)C(O)=O.C([SiH](CC)CC)C. The catalyst is ClCCl. The product is [Br:19][C:14]1[CH:13]=[C:12]([N:11]2[C:10](=[O:20])[O:9][N:8]=[C:7]2[C:3]2[C:2]([NH:1][CH2:23][CH2:24][NH:25][S:26]([NH:29][C:30](=[O:36])[O:31][C:32]([CH3:35])([CH3:34])[CH3:33])(=[O:27])=[O:28])=[N:6][O:5][N:4]=2)[CH:17]=[CH:16][C:15]=1[F:18]. The yield is 0.295.